This data is from Full USPTO retrosynthesis dataset with 1.9M reactions from patents (1976-2016). The task is: Predict the reactants needed to synthesize the given product. (1) Given the product [C:14]([O:13][C:11](=[O:12])[NH:1][C:2]1[CH:7]=[CH:6][CH:5]=[CH:4][C:3]=1[C:8](=[O:10])[CH3:9])([CH3:17])([CH3:16])[CH3:15], predict the reactants needed to synthesize it. The reactants are: [NH2:1][C:2]1[CH:7]=[CH:6][CH:5]=[CH:4][C:3]=1[C:8](=[O:10])[CH3:9].[C:11](O[C:11]([O:13][C:14]([CH3:17])([CH3:16])[CH3:15])=[O:12])([O:13][C:14]([CH3:17])([CH3:16])[CH3:15])=[O:12]. (2) Given the product [Br:1][C:2]1[C:3]([CH3:12])=[N:4][N:5]([CH2:6][C:2]2[CH:3]=[N:4][N:20]([CH3:19])[CH:22]=2)[C:6]=1[C:7]([O:9][CH2:10][CH3:11])=[O:8], predict the reactants needed to synthesize it. The reactants are: [Br:1][C:2]1[C:3]([CH3:12])=[N:4][NH:5][C:6]=1[C:7]([O:9][CH2:10][CH3:11])=[O:8].C([O-])([O-])=O.[Cs+].[Cs+].[CH3:19][N:20]([CH:22]=O)C.